Task: Regression/Classification. Given a drug SMILES string, predict its absorption, distribution, metabolism, or excretion properties. Task type varies by dataset: regression for continuous measurements (e.g., permeability, clearance, half-life) or binary classification for categorical outcomes (e.g., BBB penetration, CYP inhibition). For this dataset (solubility_aqsoldb), we predict Y.. Dataset: Aqueous solubility values for 9,982 compounds from the AqSolDB database (1) The drug is N=C(N)NC(=O)c1nc(Cl)c(N)nc1N. The Y is -2.87 log mol/L. (2) The compound is CCOC(=O)c1c[nH]c(=S)[nH]c1=O. The Y is -2.10 log mol/L.